This data is from Peptide-MHC class I binding affinity with 185,985 pairs from IEDB/IMGT. The task is: Regression. Given a peptide amino acid sequence and an MHC pseudo amino acid sequence, predict their binding affinity value. This is MHC class I binding data. (1) The peptide sequence is RTRAINKYS. The MHC is HLA-A30:01 with pseudo-sequence HLA-A30:01. The binding affinity (normalized) is 0.765. (2) The peptide sequence is RDLVISDSS. The MHC is HLA-B18:01 with pseudo-sequence HLA-B18:01. The binding affinity (normalized) is 0. (3) The peptide sequence is MVASQLARY. The MHC is SLA-20401 with pseudo-sequence YDEMYRNNAGNIYGNTAYIIYSDYTWAERSYTWY. The binding affinity (normalized) is 0.628. (4) The peptide sequence is TPVEHGLVL. The MHC is HLA-A69:01 with pseudo-sequence HLA-A69:01. The binding affinity (normalized) is 0.336. (5) The peptide sequence is MSWGWRLPF. The MHC is HLA-B15:42 with pseudo-sequence HLA-B15:42. The binding affinity (normalized) is 0.213. (6) The peptide sequence is STTTCEAGV. The MHC is HLA-B18:01 with pseudo-sequence HLA-B18:01. The binding affinity (normalized) is 0.0847. (7) The peptide sequence is QAYAAPQLF. The MHC is HLA-B58:01 with pseudo-sequence HLA-B58:01. The binding affinity (normalized) is 0.936. (8) The peptide sequence is YSTCTVPTM. The MHC is Mamu-A01 with pseudo-sequence Mamu-A01. The binding affinity (normalized) is 0.918. (9) The peptide sequence is LSPRTLNAW. The MHC is HLA-A30:01 with pseudo-sequence HLA-A30:01. The binding affinity (normalized) is 0. (10) The binding affinity (normalized) is 0.0287. The peptide sequence is ETIQKDINI. The MHC is HLA-A02:02 with pseudo-sequence HLA-A02:02.